Dataset: Forward reaction prediction with 1.9M reactions from USPTO patents (1976-2016). Task: Predict the product of the given reaction. (1) Given the reactants [Cl:1][C:2]1[CH:3]=[C:4]([C:8]2[N:13]=[C:12]3[CH2:14][CH2:15][CH2:16][C:11]3=[C:10]([N:17]=C(C3C=CC=CC=3)C3C=CC=CC=3)[CH:9]=2)[CH:5]=[CH:6][CH:7]=1.Cl, predict the reaction product. The product is: [Cl:1][C:2]1[CH:3]=[C:4]([C:8]2[N:13]=[C:12]3[CH2:14][CH2:15][CH2:16][C:11]3=[C:10]([NH2:17])[CH:9]=2)[CH:5]=[CH:6][CH:7]=1. (2) Given the reactants Cl[C:2]1[CH:3]=[CH:4][C:5]2[N:6]([C:8]([C:11]([C:13]3[CH:14]=[C:15]4[C:20](=[CH:21][CH:22]=3)[N:19]=[CH:18][CH:17]=[CH:16]4)=[O:12])=[CH:9][N:10]=2)[N:7]=1.[C:23]1(B(O)O)[CH:28]=[CH:27][CH:26]=[CH:25][CH:24]=1.C(=O)([O-])[O-].[Cs+].[Cs+].O1CCOCC1.O, predict the reaction product. The product is: [C:23]1([C:2]2[CH:3]=[CH:4][C:5]3[N:6]([C:8]([C:11]([C:13]4[CH:14]=[C:15]5[C:20](=[CH:21][CH:22]=4)[N:19]=[CH:18][CH:17]=[CH:16]5)=[O:12])=[CH:9][N:10]=3)[N:7]=2)[CH:28]=[CH:27][CH:26]=[CH:25][CH:24]=1. (3) Given the reactants [F:1][C:2]1[CH:13]=[CH:12][C:5]2[CH2:6][CH2:7][CH2:8][CH2:9][C:10](=O)[C:4]=2[CH:3]=1.[BH3-]C#[N:16].[Na+], predict the reaction product. The product is: [F:1][C:2]1[CH:13]=[CH:12][C:5]2[CH2:6][CH2:7][CH2:8][CH2:9][CH:10]([NH2:16])[C:4]=2[CH:3]=1. (4) Given the reactants [NH2:1][CH2:2][CH2:3][N:4]1[C:12]2[CH:11]=[CH:10][N:9]=[C:8]([NH2:13])[C:7]=2[N:6]=[C:5]1[S:14][C:15]1[CH:20]=[C:19]([O:21][CH3:22])[CH:18]=[CH:17][C:16]=1[I:23].[CH:24](=O)[C:25]([CH3:28])([CH3:27])[CH3:26].[BH3-]C#N.[Na+].BrC1C(SC2N(CCNCC(C)(C)C)C3C=CN=C(N)C=3N=2)=CC2OCOC=2C=1, predict the reaction product. The product is: [I:23][C:16]1[CH:17]=[CH:18][C:19]([O:21][CH3:22])=[CH:20][C:15]=1[S:14][C:5]1[N:4]([CH2:3][CH2:2][NH:1][CH2:24][C:25]([CH3:28])([CH3:27])[CH3:26])[C:12]2[CH:11]=[CH:10][N:9]=[C:8]([NH2:13])[C:7]=2[N:6]=1. (5) Given the reactants [Cl:1][C:2]1[C:3]([C:21]#[N:22])=[N:4][CH:5]=[C:6]([NH:8][C:9]2[CH:14]=[CH:13][C:12]([O:15][CH3:16])=[CH:11][C:10]=2[C:17]([F:20])([F:19])[F:18])[CH:7]=1, predict the reaction product. The product is: [NH2:22][CH2:21][C:3]1[N:4]=[CH:5][C:6]([NH:8][C:9]2[CH:14]=[CH:13][C:12]([O:15][CH3:16])=[CH:11][C:10]=2[C:17]([F:20])([F:18])[F:19])=[CH:7][C:2]=1[Cl:1]. (6) The product is: [Cl:1][C:2]1[CH:7]=[CH:6][CH:5]=[C:4]([F:8])[C:3]=1[CH2:9][C:10]1[NH:14][CH2:13][CH2:12][N:11]=1.[ClH:1]. Given the reactants [Cl:1][C:2]1[CH:7]=[CH:6][CH:5]=[C:4]([F:8])[C:3]=1[CH2:9][C:10]#[N:11].[CH2:12](N)[CH2:13][NH2:14], predict the reaction product. (7) Given the reactants [Br:1][C:2]1[C:3]([CH3:10])=[C:4]([CH:8]=O)[CH:5]=[N:6][CH:7]=1.[CH2:11]([S:13]([NH2:16])(=[O:15])=[O:14])[CH3:12].[BH4-].[Na+], predict the reaction product. The product is: [Br:1][C:2]1[C:3]([CH3:10])=[C:4]([CH2:8][NH:16][S:13]([CH2:11][CH3:12])(=[O:15])=[O:14])[CH:5]=[N:6][CH:7]=1.